Dataset: Forward reaction prediction with 1.9M reactions from USPTO patents (1976-2016). Task: Predict the product of the given reaction. (1) Given the reactants [F:1][C:2]1[CH:3]=[C:4]([NH2:9])[C:5]([NH2:8])=[CH:6][CH:7]=1.[S:10]1[C:14]2[CH:15]=[CH:16][CH:17]=[CH:18][C:13]=2[CH:12]=[C:11]1[S:19](Cl)(=[O:21])=[O:20], predict the reaction product. The product is: [F:1][C:2]1[CH:7]=[CH:6][C:5]([NH:8][S:19]([C:11]2[S:10][C:14]3[CH:15]=[CH:16][CH:17]=[CH:18][C:13]=3[CH:12]=2)(=[O:21])=[O:20])=[C:4]([NH:9][S:19]([C:11]2[S:10][C:14]3[CH:15]=[CH:16][CH:17]=[CH:18][C:13]=3[CH:12]=2)(=[O:20])=[O:21])[CH:3]=1. (2) Given the reactants CO[CH:3]=[CH:4][C:5](=[O:7])[CH3:6].[Cl:8][C:9]1[CH:16]=[CH:15][CH:14]=[CH:13][C:10]=1[CH2:11][NH2:12], predict the reaction product. The product is: [Cl:8][C:9]1[CH:16]=[CH:15][CH:14]=[CH:13][C:10]=1[CH2:11][NH:12][CH:3]=[CH:4][C:5](=[O:7])[CH3:6]. (3) Given the reactants [Br:1][C:2]1[C:10]2[C:9]([NH:11][C:12]3[CH:13]=[C:14]4[CH:22]=[N:21][NH:20][C:15]4=[N:16][C:17]=3[O:18][CH3:19])=[N:8][CH:7]=[N:6][C:5]=2[NH:4][C:3]=1[C:23]([OH:25])=O.BrC1[C:35]2[C:34]([NH:36][C:37]3C=C4C=NNC4=N[C:42]=3[OH:43])=NC=NC=2NC=1C(O)=O.C[C@@H]1COCCN1, predict the reaction product. The product is: [Br:1][C:2]1[C:10]2[C:9]([NH:11][C:12]3[CH:13]=[C:14]4[CH:22]=[N:21][NH:20][C:15]4=[N:16][C:17]=3[O:18][CH3:19])=[N:8][CH:7]=[N:6][C:5]=2[NH:4][C:3]=1[C:23]([N:36]1[CH2:34][CH2:35][O:43][CH2:42][CH2:37]1)=[O:25]. (4) Given the reactants Br[C:2]1[N:6]([CH3:7])[CH:5]=[N:4][CH:3]=1.[N:8]1([C:13]2[CH:42]=[CH:41][C:16]([CH2:17][C:18]3[C:19]([O:39][CH3:40])=[N:20][C:21]4[C:26]([C:27]=3[Cl:28])=[CH:25][C:24]([C:29]([C:31]3[CH:38]=[CH:37][C:34]([C:35]#[N:36])=[CH:33][CH:32]=3)=[O:30])=[CH:23][CH:22]=4)=[CH:15][CH:14]=2)[CH:12]=[N:11][CH:10]=[N:9]1.C(O)(=O)CC(CC(O)=O)(C(O)=O)O, predict the reaction product. The product is: [N:8]1([C:13]2[CH:14]=[CH:15][C:16]([CH2:17][C:18]3[C:19]([O:39][CH3:40])=[N:20][C:21]4[C:26]([C:27]=3[Cl:28])=[CH:25][C:24]([C:29]([OH:30])([C:2]3[N:6]([CH3:7])[CH:5]=[N:4][CH:3]=3)[C:31]3[CH:38]=[CH:37][C:34]([C:35]#[N:36])=[CH:33][CH:32]=3)=[CH:23][CH:22]=4)=[CH:41][CH:42]=2)[CH:12]=[N:11][CH:10]=[N:9]1. (5) Given the reactants Cl.[NH2:2][C:3]1[C:4]([OH:19])=[C:5]([C:10]2[CH:15]=[CH:14][CH:13]=[C:12]([C:16]([OH:18])=[O:17])[CH:11]=2)[CH:6]=[C:7]([CH3:9])[CH:8]=1.[N:20]([O-])=O.[Na+].[O:24]1[C:28]2[CH:29]=[CH:30][C:31]([N:33]3[C:37](=[O:38])[CH2:36][C:35]([CH3:39])=[N:34]3)=[CH:32][C:27]=2[CH2:26][CH2:25]1.C(=O)(O)[O-].[Na+], predict the reaction product. The product is: [O:24]1[C:28]2[CH:29]=[CH:30][C:31]([N:33]3[C:37](=[O:38])[C:36](=[N:20][NH:2][C:3]4[C:4]([OH:19])=[C:5]([C:10]5[CH:15]=[CH:14][CH:13]=[C:12]([C:16]([OH:18])=[O:17])[CH:11]=5)[CH:6]=[C:7]([CH3:9])[CH:8]=4)[C:35]([CH3:39])=[N:34]3)=[CH:32][C:27]=2[CH2:26][CH2:25]1. (6) The product is: [CH2:1]([O:3][C:4](=[O:17])[C:5]1[CH:10]=[C:9]([C:11]([F:14])([F:13])[F:12])[C:8]([CH:19]=[CH2:20])=[CH:7][C:6]=1[NH2:16])[CH3:2]. Given the reactants [CH2:1]([O:3][C:4](=[O:17])[C:5]1[CH:10]=[C:9]([C:11]([F:14])([F:13])[F:12])[C:8](Cl)=[CH:7][C:6]=1[NH2:16])[CH3:2].[K].[CH:19]([B-](F)(F)F)=[CH2:20].C(=O)([O-])[O-].[K+].[K+], predict the reaction product. (7) The product is: [Br:1][C:2]1[N:7]=[CH:6][C:5]([NH:8][C@@H:9]2[C:17]3[C:12](=[CH:13][CH:14]=[CH:15][CH:16]=3)[CH2:11][C@@H:10]2[OH:18])=[N:4][C:3]=1[O:33][CH3:25]. Given the reactants [Br:1][C:2]1[C:3](C(OC)=O)=[N:4][C:5]([NH:8][C@@H:9]2[C:17]3[C:12](=[CH:13][CH:14]=[CH:15][CH:16]=3)[CH2:11][C@@H:10]2[OH:18])=[CH:6][N:7]=1.C[C@@]1(NC2C=NC=C(OC)N=2)C2C(=CC=CC=2)C[C@@H:25]1[OH:33], predict the reaction product.